From a dataset of CYP2C19 inhibition data for predicting drug metabolism from PubChem BioAssay. Regression/Classification. Given a drug SMILES string, predict its absorption, distribution, metabolism, or excretion properties. Task type varies by dataset: regression for continuous measurements (e.g., permeability, clearance, half-life) or binary classification for categorical outcomes (e.g., BBB penetration, CYP inhibition). Dataset: cyp2c19_veith. The drug is N#CC(CC(=O)O)=C(c1ccccc1)c1ccccc1. The result is 0 (non-inhibitor).